Dataset: Forward reaction prediction with 1.9M reactions from USPTO patents (1976-2016). Task: Predict the product of the given reaction. (1) The product is: [O:1]([C:8]1[N:13]=[C:12]([C:14]([Cl:20])=[O:16])[CH:11]=[CH:10][N:9]=1)[C:2]1[CH:7]=[CH:6][CH:5]=[CH:4][CH:3]=1. Given the reactants [O:1]([C:8]1[N:13]=[C:12]([C:14]([OH:16])=O)[CH:11]=[CH:10][N:9]=1)[C:2]1[CH:7]=[CH:6][CH:5]=[CH:4][CH:3]=1.C(Cl)(=O)C([Cl:20])=O, predict the reaction product. (2) Given the reactants [CH2:1]1[N:6]([CH2:7][CH2:8][NH2:9])[CH2:5][CH2:4][O:3][CH2:2]1.C(Cl)CCl.ON1C2C=CC=CC=2N=N1.[C:24]([CH2:27][CH2:28][C:29]([O:31][CH:32]1[CH2:41][CH:40]([CH3:42])[CH2:39][C:38]2[N:37]=[N:36][C:35]([C:43]3[CH:48]=[CH:47][CH:46]=[C:45]([C:49]([F:52])([F:51])[F:50])[CH:44]=3)=[CH:34][C:33]1=2)=[O:30])(O)=[O:25], predict the reaction product. The product is: [N:6]1([CH2:7][CH2:8][NH:9][C:27](=[C:24]=[O:25])[CH2:28][C:29]([O:31][CH:32]2[CH2:41][CH:40]([CH3:42])[CH2:39][C:38]3[N:37]=[N:36][C:35]([C:43]4[CH:48]=[CH:47][CH:46]=[C:45]([C:49]([F:50])([F:52])[F:51])[CH:44]=4)=[CH:34][C:33]2=3)=[O:30])[CH2:5][CH2:4][O:3][CH2:2][CH2:1]1.